This data is from Full USPTO retrosynthesis dataset with 1.9M reactions from patents (1976-2016). The task is: Predict the reactants needed to synthesize the given product. (1) Given the product [NH2:1][C@@H:4]1[C:16]2[C:8](=[CH:9][C:10]3[O:14][CH2:13][O:12][C:11]=3[CH:15]=2)[C@@H:7]([C:17]2[CH:18]=[C:19]([O:33][CH3:34])[C:20]([O:25][CH2:26][C:27]3[CH:32]=[CH:31][CH:30]=[CH:29][CH:28]=3)=[C:21]([O:23][CH3:24])[CH:22]=2)[C@H:6]2[C:35](=[O:38])[O:36][CH2:37][C@H:5]12, predict the reactants needed to synthesize it. The reactants are: [N:1]([C@@H:4]1[C:16]2[C:8](=[CH:9][C:10]3[O:14][CH2:13][O:12][C:11]=3[CH:15]=2)[C@@H:7]([C:17]2[CH:22]=[C:21]([O:23][CH3:24])[C:20]([O:25][CH2:26][C:27]3[CH:32]=[CH:31][CH:30]=[CH:29][CH:28]=3)=[C:19]([O:33][CH3:34])[CH:18]=2)[C@H:6]2[C:35](=[O:38])[O:36][CH2:37][C@H:5]12)=[N+]=[N-].C1C=CC(P(C2C=CC=CC=2)C2C=CC=CC=2)=CC=1. (2) Given the product [F:24][C:21]([F:22])([F:23])[C:16]1[CH:17]=[CH:18][CH:19]=[CH:20][C:15]=1[C:2]1([OH:1])[CH2:7][CH2:6][NH:5][CH2:4][CH2:3]1, predict the reactants needed to synthesize it. The reactants are: [OH:1][C:2]1([C:15]2[CH:20]=[CH:19][CH:18]=[CH:17][C:16]=2[C:21]([F:24])([F:23])[F:22])[CH2:7][CH2:6][N:5](C(OC(C)(C)C)=O)[CH2:4][CH2:3]1. (3) Given the product [S:14]1[C:18]([C:19]2[C:13]3[CH:12]=[CH:11][CH:10]=[CH:9][C:8]=3[C:5]3[NH:4][N:3]=[C:2]([CH3:1])[C:6]=3[N:7]=2)=[CH:17][C:16]2[CH:22]=[CH:23][CH:24]=[CH:25][C:15]1=2, predict the reactants needed to synthesize it. The reactants are: [CH3:1][C:2]1[C:6]([NH2:7])=[C:5]([C:8]2[CH:13]=[CH:12][CH:11]=[CH:10][CH:9]=2)[NH:4][N:3]=1.[S:14]1[C:18]([C:19](Cl)=O)=[CH:17][C:16]2[CH:22]=[CH:23][CH:24]=[CH:25][C:15]1=2. (4) Given the product [CH3:1][CH2:2][CH2:3][CH:4]1[O:24][C@:23]2([C:25]([CH2:27][OH:28])=[O:26])[C@@H:6]([CH2:7][C@@H:8]3[C@:22]2([CH3:29])[CH2:21][C@H:20]([OH:30])[C@H:19]2[C@H:9]3[CH2:10][CH2:11][C:12]3[C@:18]2([CH3:31])[CH:17]=[CH:16][C:14](=[O:15])[CH:13]=3)[O:5]1.[CH2:36]([O:35][C:33](=[O:5])[O-:34])[CH2:37][CH2:38][CH2:39][CH2:40][CH2:41][CH2:42][CH2:43][CH2:44][CH2:45][CH2:46][CH3:47], predict the reactants needed to synthesize it. The reactants are: [CH3:1][CH2:2][CH2:3][CH:4]1[O:24][C@:23]2([C:25]([CH2:27][OH:28])=[O:26])[C@@H:6]([CH2:7][C@@H:8]3[C@:22]2([CH3:29])[CH2:21][C@H:20]([OH:30])[C@H:19]2[C@H:9]3[CH2:10][CH2:11][C:12]3[C@:18]2([CH3:31])[CH:17]=[CH:16][C:14](=[O:15])[CH:13]=3)[O:5]1.Cl[C:33]([O:35][CH2:36][CH2:37][CH2:38][CH2:39][CH2:40][CH2:41][CH2:42][CH2:43][CH2:44][CH2:45][CH2:46][CH3:47])=[O:34].CCN(CC)CC.O. (5) Given the product [Br:4][C:5]1[CH:6]=[C:7]2[C:12](=[CH:13][CH:14]=1)[N:11]=[C:10]([O:2][CH3:1])[C:9]([CH3:16])=[C:8]2[Cl:17], predict the reactants needed to synthesize it. The reactants are: [CH3:1][O-:2].[Na+].[Br:4][C:5]1[CH:6]=[C:7]2[C:12](=[CH:13][CH:14]=1)[N:11]=[C:10](Cl)[C:9]([CH3:16])=[C:8]2[Cl:17].ClCCl. (6) Given the product [CH2:1]([O:5][C:6]([C:8]1[N:9]=[C:10]([CH3:28])[C:11]2[C:16]([C:17]=1[OH:18])=[CH:15][CH:14]=[C:13]([O:19][C:20]1[CH:25]=[CH:24][C:23]([F:26])=[CH:22][CH:21]=1)[CH:12]=2)=[O:7])[CH2:2][CH2:3][CH3:4], predict the reactants needed to synthesize it. The reactants are: [CH2:1]([O:5][C:6]([C:8]1[N:9]=[C:10](Br)[C:11]2[C:16]([C:17]=1[OH:18])=[CH:15][CH:14]=[C:13]([O:19][C:20]1[CH:25]=[CH:24][C:23]([F:26])=[CH:22][CH:21]=1)[CH:12]=2)=[O:7])[CH2:2][CH2:3][CH3:4].[CH3:28]B1OB(C)OB(C)O1.C([O-])([O-])=O.[K+].[K+].